Dataset: Reaction yield outcomes from USPTO patents with 853,638 reactions. Task: Predict the reaction yield, written as a fraction of the theoretical maximum amount of product (1.0 means a 100% yield; for example, 0.34 means a 34% yield). (1) The reactants are [C:1]([O:5][C:6](=[O:9])[NH:7][CH3:8])([CH3:4])([CH3:3])[CH3:2].[H-].[Na+].[Br:12][C:13]1[CH:18]=[CH:17][CH:16]=[C:15]([N+:19]([O-:21])=[O:20])[C:14]=1[CH2:22]Br. The catalyst is CN(C)C=O. The product is [C:1]([O:5][C:6](=[O:9])[N:7]([CH2:22][C:14]1[C:15]([N+:19]([O-:21])=[O:20])=[CH:16][CH:17]=[CH:18][C:13]=1[Br:12])[CH3:8])([CH3:4])([CH3:3])[CH3:2]. The yield is 0.840. (2) The reactants are [CH3:1][O:2][C:3]1[CH:12]=[C:11]2[C:6]([C:7]([OH:13])=[CH:8][CH:9]=[N:10]2)=[CH:5][CH:4]=1.[H-].[Na+].CS(O[CH2:21][CH2:22][N:23]1[CH2:28][CH2:27][CH:26]([NH:29][C:30]([O:32][C:33]([CH3:36])([CH3:35])[CH3:34])=[O:31])[CH2:25][CH2:24]1)(=O)=O.C(#N)C.O. The catalyst is CN(C=O)C. The product is [CH3:1][O:2][C:3]1[CH:12]=[C:11]2[C:6]([C:7](=[O:13])[CH:8]=[CH:9][N:10]2[CH2:21][CH2:22][N:23]2[CH2:28][CH2:27][CH:26]([NH:29][C:30](=[O:31])[O:32][C:33]([CH3:36])([CH3:35])[CH3:34])[CH2:25][CH2:24]2)=[CH:5][CH:4]=1. The yield is 0.330. (3) The reactants are C(OC(=O)[NH:7][C@H:8]([CH2:32][C:33]1[CH:38]=[C:37]([F:39])[C:36]([F:40])=[CH:35][C:34]=1[F:41])[CH2:9][C:10](=[O:31])[N:11]1[CH2:16][CH2:15][N:14]2[C:17]([C:27]([F:30])([F:29])[F:28])=[N:18][C:19]([C:20]([N:22]3[CH2:26][CH2:25][S:24][CH2:23]3)=[O:21])=[C:13]2[CH2:12]1)(C)(C)C.[ClH:43]. The catalyst is C(OCC)(=O)C. The product is [ClH:43].[NH2:7][C@H:8]([CH2:32][C:33]1[CH:38]=[C:37]([F:39])[C:36]([F:40])=[CH:35][C:34]=1[F:41])[CH2:9][C:10]([N:11]1[CH2:16][CH2:15][N:14]2[C:17]([C:27]([F:28])([F:30])[F:29])=[N:18][C:19]([C:20]([N:22]3[CH2:26][CH2:25][S:24][CH2:23]3)=[O:21])=[C:13]2[CH2:12]1)=[O:31]. The yield is 0.750. (4) The reactants are [F:1][C:2]1[C:3]([NH:18][C:19]2[CH:24]=[CH:23][C:22]([C:25]#[C:26][Si](C)(C)C)=[CH:21][C:20]=2[F:31])=[C:4]([C:9]2[O:13][C:12]([NH:14][CH2:15][CH2:16][OH:17])=[N:11][N:10]=2)[CH:5]=[CH:6][C:7]=1[F:8].[F-].[Cs+]. The catalyst is CO. The product is [C:25]([C:22]1[CH:23]=[CH:24][C:19]([NH:18][C:3]2[C:2]([F:1])=[C:7]([F:8])[CH:6]=[CH:5][C:4]=2[C:9]2[O:13][C:12]([NH:14][CH2:15][CH2:16][OH:17])=[N:11][N:10]=2)=[C:20]([F:31])[CH:21]=1)#[CH:26]. The yield is 0.870. (5) The reactants are C([O:3][C:4](=[O:23])[C:5]1[CH:10]=[C:9]([C:11](=[O:17])[N:12]([CH3:16])[CH2:13][CH2:14][CH3:15])[CH:8]=[C:7]([C:18](=[O:22])[NH:19][CH2:20][CH3:21])[CH:6]=1)C.[OH-].[Li+].C1COCC1. The catalyst is O. The product is [CH2:20]([NH:19][C:18]([C:7]1[CH:6]=[C:5]([CH:10]=[C:9]([C:11](=[O:17])[N:12]([CH3:16])[CH2:13][CH2:14][CH3:15])[CH:8]=1)[C:4]([OH:23])=[O:3])=[O:22])[CH3:21]. The yield is 0.740. (6) The reactants are Br[C:2]1[CH:3]=[C:4]2[C:10](I)=[CH:9][N:8](S(C3C=CC(C)=CC=3)(=O)=O)[C:5]2=[N:6][CH:7]=1.[CH2:22]([C:24]1[CH:29]=[CH:28][CH:27]=[CH:26][C:25]=1B(O)O)[CH3:23].C(=O)([O-])[O-].[Na+].[Na+].[N:39]1[CH:44]=[CH:43][CH:42]=[C:41](B2OC(C)(C)C(C)(C)O2)[CH:40]=1. The catalyst is O.CN(C=O)C.Cl[Pd-2](Cl)(P(C1C=CC=CC=1)(C1C=CC=CC=1)C1C=CC=CC=1)P(C1C=CC=CC=1)(C1C=CC=CC=1)C1C=CC=CC=1.C(#N)C. The product is [CH2:22]([C:24]1[CH:29]=[CH:28][CH:27]=[CH:26][C:25]=1[C:10]1[C:4]2[C:5](=[N:6][CH:7]=[C:2]([C:41]3[CH:40]=[N:39][CH:44]=[CH:43][CH:42]=3)[CH:3]=2)[NH:8][CH:9]=1)[CH3:23]. The yield is 0.610. (7) The reactants are [NH2:1][C:2]1[CH:3]=[CH:4][C:5]([F:20])=[C:6]([C@:8]2([CH2:18][CH3:19])[C:14]([F:16])([F:15])[CH2:13][O:12][CH2:11][C:10]([NH2:17])=[N:9]2)[CH:7]=1.[Cl:21][C:22]1[C:23]([CH:30]=O)=[N:24][N:25]([CH:27]([F:29])[F:28])[CH:26]=1. No catalyst specified. The product is [Cl:21][C:22]1[C:23]([CH2:30][NH:1][C:2]2[CH:3]=[CH:4][C:5]([F:20])=[C:6]([C@:8]3([CH2:18][CH3:19])[C:14]([F:15])([F:16])[CH2:13][O:12][CH2:11][C:10]([NH2:17])=[N:9]3)[CH:7]=2)=[N:24][N:25]([CH:27]([F:29])[F:28])[CH:26]=1. The yield is 0.232. (8) The reactants are [F:1][C:2]1[CH:7]=[CH:6][C:5]([F:8])=[CH:4][C:3]=1[C@H:9]1[CH2:13][CH2:12][CH2:11][N:10]1[C:14]1[CH:19]=[CH:18][N:17]2[N:20]=[CH:21][C:22]([NH:23][C:24]([N:26]3[CH2:30][CH2:29][C@H:28]([OH:31])[CH2:27]3)=[O:25])=[C:16]2[N:15]=1.[S:32](=[O:36])(=[O:35])([OH:34])[OH:33]. The catalyst is CO. The product is [S:32]([OH:36])([OH:35])(=[O:34])=[O:33].[F:1][C:2]1[CH:7]=[CH:6][C:5]([F:8])=[CH:4][C:3]=1[C@H:9]1[CH2:13][CH2:12][CH2:11][N:10]1[C:14]1[CH:19]=[CH:18][N:17]2[N:20]=[CH:21][C:22]([NH:23][C:24]([N:26]3[CH2:30][CH2:29][C@H:28]([OH:31])[CH2:27]3)=[O:25])=[C:16]2[N:15]=1. The yield is 0.984. (9) The reactants are [Br:1][C:2]1[CH:7]=[CH:6][C:5]([CH:8]([OH:15])[CH2:9][NH:10][C:11](=[O:14])[CH2:12]Cl)=[CH:4][CH:3]=1.CC(C)([O-])C.[K+]. The catalyst is C1COCC1. The product is [Br:1][C:2]1[CH:7]=[CH:6][C:5]([CH:8]2[CH2:9][NH:10][C:11](=[O:14])[CH2:12][O:15]2)=[CH:4][CH:3]=1. The yield is 0.920. (10) The reactants are [F:1][C:2]1[CH:7]=[CH:6][C:5]([C:8]2[C:13]([C:14](OC)=[O:15])=[C:12]([CH:18]([CH3:20])[CH3:19])[N:11]=[C:10]([S:21][CH3:22])[N:9]=2)=[CH:4][CH:3]=1.C1(C)C=CC=CC=1.[H-].C([Al+]CC(C)C)C(C)C. The catalyst is O. The product is [F:1][C:2]1[CH:7]=[CH:6][C:5]([C:8]2[C:13]([CH2:14][OH:15])=[C:12]([CH:18]([CH3:20])[CH3:19])[N:11]=[C:10]([S:21][CH3:22])[N:9]=2)=[CH:4][CH:3]=1. The yield is 0.880.